The task is: Predict which catalyst facilitates the given reaction.. This data is from Catalyst prediction with 721,799 reactions and 888 catalyst types from USPTO. Reactant: [CH3:1][N:2]([CH3:19])[CH:3]([CH2:17][CH3:18])[CH:4]([C:10]1[CH:16]=[CH:15][C:13]([NH2:14])=[CH:12][CH:11]=1)[N:5]1[CH:9]=[CH:8][N:7]=[CH:6]1.[C:20]([S-:22])#[N:21].[K+].BrBr. Product: [CH3:1][N:2]([CH3:19])[CH:3]([CH2:17][CH3:18])[CH:4]([C:10]1[CH:16]=[CH:15][C:13]2[N:14]=[C:20]([NH2:21])[S:22][C:12]=2[CH:11]=1)[N:5]1[CH:9]=[CH:8][N:7]=[CH:6]1. The catalyst class is: 52.